From a dataset of Orexin1 receptor HTS with 218,158 compounds and 233 confirmed actives. Binary Classification. Given a drug SMILES string, predict its activity (active/inactive) in a high-throughput screening assay against a specified biological target. (1) The compound is Clc1c(S(=O)(=O)N(C)C)cc(NC(=O)c2c3c([nH]c(=O)c2)cccc3)cc1. The result is 0 (inactive). (2) The compound is S1c2c(N(C(=O)N3CCN(CC3)C)c3c1cccc3)cc(NC(OCC)=O)cc2. The result is 0 (inactive). (3) The molecule is O(c1c(cccc1)C)CC(=O)NCCOC. The result is 0 (inactive). (4) The compound is [O-][N+](=O)c1c2c(c(NC3CCN(CC3)Cc3ccccc3)cc1)ccnc2. The result is 0 (inactive). (5) The compound is Clc1c(c(NC(=O)CNC(=O)C2CCN(CC2)C(=O)Nc2ccccc2)ccc1)C. The result is 0 (inactive). (6) The result is 0 (inactive). The compound is s1c2ncnc(N(CC(=O)Nc3c(F)c(F)c(F)cc3)C)c2cc1.